From a dataset of Forward reaction prediction with 1.9M reactions from USPTO patents (1976-2016). Predict the product of the given reaction. (1) Given the reactants C(OCCOC(=O)C(C)=C)(=O)C(C)=C.C(O)C.[CH3:18][C:19]1[CH2:24][CH2:23][CH2:22][C:21]([CH3:26])([CH3:25])[C:20]=1/[CH:27]=[CH:28]/[C:29](/[CH3:38])=[CH:30]/[CH:31]=[CH:32]/[C:33](/[CH3:37])=[CH:34]/[CH:35]=[O:36], predict the reaction product. The product is: [CH3:18][C:19]1[CH2:24][CH2:23][CH2:22][C:21]([CH3:25])([CH3:26])[C:20]=1/[CH:27]=[CH:28]/[C:29](/[CH3:38])=[CH:30]/[CH:31]=[CH:32]/[C:33](/[CH3:37])=[CH:34]/[CH2:35][OH:36]. (2) Given the reactants [CH3:1][C:2]([CH3:27])([CH3:26])[C@H:3]([NH:7][C:8]([C:10]1[N:11]=[C:12]([C:20]2[CH:25]=[CH:24][CH:23]=[CH:22][CH:21]=2)[N:13]2[CH2:18][CH2:17][N:16]([CH3:19])[CH2:15][C:14]=12)=[O:9])[C:4](O)=[O:5].C(Cl)(=O)C([Cl:31])=O.CN(C=O)C, predict the reaction product. The product is: [CH3:1][C:2]([CH3:27])([CH3:26])[C@H:3]([NH:7][C:8]([C:10]1[N:11]=[C:12]([C:20]2[CH:25]=[CH:24][CH:23]=[CH:22][CH:21]=2)[N:13]2[CH2:18][CH2:17][N:16]([CH3:19])[CH2:15][C:14]=12)=[O:9])[C:4]([Cl:31])=[O:5]. (3) Given the reactants [C:1]([C:3]1[CH:11]=[C:10]2[C:6]([CH:7]=[C:8]([C:22](O)=[O:23])[N:9]2[CH2:12][C:13]2[C:18]([CH3:19])=[CH:17][C:16]([CH3:20])=[CH:15][C:14]=2[CH3:21])=[CH:5][CH:4]=1)#[N:2].[Na+].[N+:26]([C:29]1[CH:30]=[C:31]([S:35]([NH-:38])(=[O:37])=[O:36])[CH:32]=[CH:33][CH:34]=1)([O-:28])=[O:27].CN(C(ON1N=NC2C=CC=NC1=2)=[N+](C)C)C.F[P-](F)(F)(F)(F)F.C([O-])([O-])=O.[K+].[K+], predict the reaction product. The product is: [C:1]([C:3]1[CH:11]=[C:10]2[C:6]([CH:7]=[C:8]([C:22]([NH:38][S:35]([C:31]3[CH:32]=[CH:33][CH:34]=[C:29]([N+:26]([O-:28])=[O:27])[CH:30]=3)(=[O:37])=[O:36])=[O:23])[N:9]2[CH2:12][C:13]2[C:18]([CH3:19])=[CH:17][C:16]([CH3:20])=[CH:15][C:14]=2[CH3:21])=[CH:5][CH:4]=1)#[N:2]. (4) The product is: [C:25]([O:29][C:30](=[O:35])[C:31]([NH:1][C:2]1[CH:3]=[CH:4][C:5]([CH2:8][CH2:9][NH:10][C:11](=[O:18])[CH2:12][CH2:13][CH2:14][CH2:15][CH2:16][CH3:17])=[CH:6][CH:7]=1)([CH3:33])[CH3:32])([CH3:28])([CH3:27])[CH3:26]. Given the reactants [NH2:1][C:2]1[CH:7]=[CH:6][C:5]([CH2:8][CH2:9][NH:10][C:11](=[O:18])[CH2:12][CH2:13][CH2:14][CH2:15][CH2:16][CH3:17])=[CH:4][CH:3]=1.C(=O)([O-])[O-].[Cs+].[Cs+].[C:25]([O:29][C:30](=[O:35])[C:31](Br)([CH3:33])[CH3:32])([CH3:28])([CH3:27])[CH3:26].CN(C)C=O, predict the reaction product. (5) The product is: [CH2:1]([N:4]1[C:12]2[C:7](=[CH:8][CH:9]=[CH:10][CH:11]=2)[C:6]2([CH2:16][CH2:15]2)[C:5]1=[O:13])[CH2:2][CH3:3]. Given the reactants [CH2:1]([N:4]1[C:12]2[C:7](=[CH:8][CH:9]=[CH:10][CH:11]=2)[CH2:6][C:5]1=[O:13])[CH2:2][CH3:3].Br[CH2:15][CH2:16]Br.O1CCCC1.[H-].[Na+], predict the reaction product. (6) Given the reactants [F:1][CH:2]([F:29])[C:3]1[CH:4]=[C:5]([NH:18][C:19]2[N:24]=[C:23]([C:25]([F:28])([F:27])[F:26])[CH:22]=[CH:21][N:20]=2)[CH:6]=[C:7](B2OC(C)(C)C(C)(C)O2)[CH:8]=1.Br[C:31]1[S:35][C:34]([C:36]2([OH:40])[CH2:39][CH2:38][CH2:37]2)=[N:33][CH:32]=1.C([O-])([O-])=O.[Na+].[Na+], predict the reaction product. The product is: [F:1][CH:2]([F:29])[C:3]1[CH:8]=[C:7]([C:31]2[S:35][C:34]([C:36]3([OH:40])[CH2:39][CH2:38][CH2:37]3)=[N:33][CH:32]=2)[CH:6]=[C:5]([NH:18][C:19]2[N:24]=[C:23]([C:25]([F:26])([F:27])[F:28])[CH:22]=[CH:21][N:20]=2)[CH:4]=1.